This data is from hERG potassium channel inhibition data for cardiac toxicity prediction from Karim et al.. The task is: Regression/Classification. Given a drug SMILES string, predict its toxicity properties. Task type varies by dataset: regression for continuous values (e.g., LD50, hERG inhibition percentage) or binary classification for toxic/non-toxic outcomes (e.g., AMES mutagenicity, cardiotoxicity, hepatotoxicity). Dataset: herg_karim. (1) The molecule is COc1cc(N2C(=O)N(c3ccc(-c4ccc5n[nH]cc5c4)cc3)C(=O)C23CCN(Cc2ncccc2C)CC3)ncn1. The result is 1 (blocker). (2) The molecule is COc1ccc(C(C)NC(=O)Cc2ccc(C(C)(C)C)cc2)nc1. The result is 0 (non-blocker). (3) The molecule is Cc1nc2ccccc2n1C1C[C@H]2CC[C@H](C1)N2CCC1(c2cccc(F)c2)CCN(C(=O)c2cc(S(=O)(=O)NC(C)C)c(F)cc2Cl)CC1. The result is 0 (non-blocker). (4) The result is 0 (non-blocker). The drug is NCC(=O)Nc1ccc(-n2nc(C(F)(F)F)cc2-c2ccc3c(ccc4ccccc43)c2)cc1. (5) The compound is CCn1c(=O)c(-c2cc(C(=O)NC3CC3)cc(F)c2C)cc2nnc(-c3c(F)cccc3Cl)n21. The result is 0 (non-blocker). (6) The compound is COc1ccc2nccc(NC(=O)C3CCC(NCc4ccc5c(c4)OCCO5)CC3)c2c1. The result is 0 (non-blocker). (7) The molecule is CCc1nc2c(C)cc(C)nc2n1Cc1ccc(/C=C/CN2CCN(C(C)C)CC2)cc1. The result is 1 (blocker).